From a dataset of Forward reaction prediction with 1.9M reactions from USPTO patents (1976-2016). Predict the product of the given reaction. (1) Given the reactants [C:1]([O:7][CH2:8][CH3:9])(=[O:6])[CH2:2][C:3]([O-])=O.N1[CH2:15][CH2:14][CH2:13][CH2:12][CH2:11]1.N1C=CC=[CH:18][CH:17]=1, predict the reaction product. The product is: [CH2:8]([O:7][C:1](=[O:6])[CH:2]=[CH:3][C:11]1[CH:18]=[CH:17][C:14]([CH3:15])=[CH:13][CH:12]=1)[CH3:9]. (2) Given the reactants [Br:1][C:2]1[CH:11]=[CH:10][C:5]([C:6]([O:8]C)=O)=[C:4]([S:12]([CH3:15])(=[O:14])=[O:13])[CH:3]=1.[H-].[Na+].O.Cl, predict the reaction product. The product is: [Br:1][C:2]1[CH:11]=[CH:10][C:5]2[C:6](=[O:8])[CH2:15][S:12](=[O:14])(=[O:13])[C:4]=2[CH:3]=1. (3) Given the reactants [NH:1]1[CH2:6][CH2:5][NH:4][CH2:3][C:2]1=[O:7].C(N(CC)CC)C.[CH3:15][C:16]1[CH:24]=[CH:23][C:19]([C:20](Cl)=[O:21])=[C:18]([C:25]([F:28])([F:27])[F:26])[CH:17]=1, predict the reaction product. The product is: [CH3:15][C:16]1[CH:24]=[CH:23][C:19]([C:20]([N:4]2[CH2:5][CH2:6][NH:1][C:2](=[O:7])[CH2:3]2)=[O:21])=[C:18]([C:25]([F:26])([F:27])[F:28])[CH:17]=1. (4) Given the reactants [NH2:1][C:2]1[C:10]2[C:5](=[CH:6][CH:7]=[CH:8][CH:9]=2)[NH:4][C:3]=1[C:11]([O:13][CH2:14][CH3:15])=[O:12].Br[C:17]1[CH:22]=[CH:21][CH:20]=[CH:19][N:18]=1, predict the reaction product. The product is: [N:18]1[CH:19]=[CH:20][CH:21]=[CH:22][C:17]=1[NH:1][C:2]1[C:10]2[C:5](=[CH:6][CH:7]=[CH:8][CH:9]=2)[NH:4][C:3]=1[C:11]([O:13][CH2:14][CH3:15])=[O:12]. (5) Given the reactants [F:1][C:2]1[CH:10]=[C:9]([CH3:11])[C:5]([C:6]([OH:8])=[O:7])=[C:4]([I:12])[CH:3]=1.[C:13]([O-])([O-])=O.[K+].[K+].CI, predict the reaction product. The product is: [CH3:13][O:7][C:6](=[O:8])[C:5]1[C:9]([CH3:11])=[CH:10][C:2]([F:1])=[CH:3][C:4]=1[I:12]. (6) Given the reactants [O:1]1[C:5]2=[CH:6][N:7]=[C:8]([CH:10]=[O:11])[CH:9]=[C:4]2[CH:3]=[CH:2]1.[OH:12]P([O-])(O)=O.[K+].[O-]Cl=O.[Na+].[OH-].[Na+], predict the reaction product. The product is: [O:1]1[C:5]2=[CH:6][N:7]=[C:8]([C:10]([OH:12])=[O:11])[CH:9]=[C:4]2[CH:3]=[CH:2]1.